From a dataset of Full USPTO retrosynthesis dataset with 1.9M reactions from patents (1976-2016). Predict the reactants needed to synthesize the given product. (1) The reactants are: [F:1][C:2]1[CH:9]=[C:8]([OH:10])[CH:7]=[CH:6][C:3]=1[CH:4]=[O:5].[N+:11]([O-])([OH:13])=[O:12]. Given the product [F:1][C:2]1[CH:9]=[C:8]([OH:10])[C:7]([N+:11]([O-:13])=[O:12])=[CH:6][C:3]=1[CH:4]=[O:5], predict the reactants needed to synthesize it. (2) Given the product [CH2:1]([NH:8][C:9](=[O:34])[C@@H:10]([CH2:31][O:32][CH3:33])[NH2:11])[C:2]1[CH:7]=[CH:6][CH:5]=[CH:4][CH:3]=1, predict the reactants needed to synthesize it. The reactants are: [CH2:1]([NH:8][C:9](=[O:34])[C@@H:10]([CH2:31][O:32][CH3:33])[NH:11]C(C1C=CC=CC=1)(C1C=CC=CC=1)C1C=CC=CC=1)[C:2]1[CH:7]=[CH:6][CH:5]=[CH:4][CH:3]=1.C(O)(=O)C. (3) Given the product [CH3:1][O:2][C:3]1[CH:4]=[C:5]([C:11]2[N:27]=[C:25]([NH:24][CH2:23][CH2:22][F:21])[S:26][C:12]=2[C:13]2[CH:18]=[CH:17][N:16]=[C:15]([Cl:19])[N:14]=2)[CH:6]=[C:7]([O:9][CH3:10])[CH:8]=1, predict the reactants needed to synthesize it. The reactants are: [CH3:1][O:2][C:3]1[CH:4]=[C:5]([C:11](=O)[CH2:12][C:13]2[CH:18]=[CH:17][N:16]=[C:15]([Cl:19])[N:14]=2)[CH:6]=[C:7]([O:9][CH3:10])[CH:8]=1.[F:21][CH2:22][CH2:23][NH:24][C:25]([NH2:27])=[S:26]. (4) The reactants are: [CH3:1][C:2]1([CH3:14])[C:6]([CH3:8])([CH3:7])[O:5][B:4]([C:9]2[CH:10]=[N:11][NH:12][CH:13]=2)[O:3]1.[CH3:15][C:16]([O:19][C:20](=[O:23])[CH2:21]Br)([CH3:18])[CH3:17].C(=O)([O-])[O-].[Cs+].[Cs+]. Given the product [CH3:1][C:2]1([CH3:14])[C:6]([CH3:7])([CH3:8])[O:5][B:4]([C:9]2[CH:13]=[N:12][N:11]([CH2:21][C:20]([O:19][C:16]([CH3:18])([CH3:17])[CH3:15])=[O:23])[CH:10]=2)[O:3]1, predict the reactants needed to synthesize it. (5) Given the product [F:27][C:19]1[CH:18]=[C:17]([C@H:14]2[O:13][C:12](=[O:28])[N:11]([CH2:10][C:3]3[C:2]([C:44]4[CH:43]=[C:42]([C:39]5[CH:40]=[CH:41][C:36]([C:34]([O:33][C:29]([CH3:31])([CH3:32])[CH3:30])=[O:35])=[CH:37][C:38]=5[CH3:53])[CH:47]=[N:46][C:45]=4[O:48][CH3:49])=[CH:7][N:6]=[C:5]([S:8][CH3:9])[N:4]=3)[C@H:15]2[CH3:16])[CH:22]=[C:21]([C:23]([F:26])([F:25])[F:24])[CH:20]=1, predict the reactants needed to synthesize it. The reactants are: Br[C:2]1[C:3]([CH2:10][N:11]2[C@@H:15]([CH3:16])[C@@H:14]([C:17]3[CH:22]=[C:21]([C:23]([F:26])([F:25])[F:24])[CH:20]=[C:19]([F:27])[CH:18]=3)[O:13][C:12]2=[O:28])=[N:4][C:5]([S:8][CH3:9])=[N:6][CH:7]=1.[C:29]([O:33][C:34]([C:36]1[CH:41]=[CH:40][C:39]([C:42]2[CH:43]=[C:44](B(O)O)[C:45]([O:48][CH3:49])=[N:46][CH:47]=2)=[C:38]([CH3:53])[CH:37]=1)=[O:35])([CH3:32])([CH3:31])[CH3:30].C(=O)([O-])[O-].[K+].[K+]. (6) Given the product [Br:1][C:2]1[CH:24]=[CH:23][C:5]2[C:6]([NH:16][CH:17]([CH3:22])[C:18]([CH3:21])([CH3:20])[CH3:19])=[N:7][C:8]3[C:9]([C:25]([NH2:28])=[O:27])=[CH:10][NH:11][C:12](=[O:14])[C:13]=3[C:4]=2[CH:3]=1.[C:25]([NH:28][NH:29][C:31]([C:30]1[C:33]2[N:7]=[C:6]([NH:16][CH:17]([CH3:22])[C:18]([CH3:21])([CH3:20])[CH3:19])[C:5]3[CH:23]=[CH:24][C:2]([Br:1])=[CH:3][C:4]=3[C:13]=2[C:12](=[O:14])[NH:11][CH:32]=1)=[O:52])(=[O:27])[CH3:26], predict the reactants needed to synthesize it. The reactants are: [Br:1][C:2]1[CH:24]=[CH:23][C:5]2[C:6]([NH:16][CH:17]([CH3:22])[C:18]([CH3:21])([CH3:20])[CH3:19])=[N:7][C:8]3[C:9](I)=[CH:10][NH:11][C:12](=[O:14])[C:13]=3[C:4]=2[CH:3]=1.[C:25]([NH:28][NH2:29])(=[O:27])[CH3:26].[C:30](P)([CH3:33])([CH3:32])[CH3:31].[H+].[B-](F)(F)(F)F.CCN(C(C)C)C(C)C.CS(C)=[O:52]. (7) Given the product [NH:27]1[C:35]2[C:30](=[CH:31][CH:32]=[CH:33][C:34]=2/[CH:36]=[CH:22]/[C:21](=[O:23])[CH2:20][C:19](=[O:24])/[CH:18]=[CH:17]/[C:4]2[CH:5]=[CH:6][C:7]([O:9][CH2:10][C:11]3[CH:16]=[CH:15][N:14]=[CH:13][CH:12]=3)=[CH:8][C:3]=2[O:2][CH3:1])[CH:29]=[CH:28]1, predict the reactants needed to synthesize it. The reactants are: [CH3:1][O:2][C:3]1[CH:8]=[C:7]([O:9][CH2:10][C:11]2[CH:16]=[CH:15][N:14]=[CH:13][CH:12]=2)[CH:6]=[CH:5][C:4]=1[CH:17]=[CH:18][C:19](=[O:24])[CH2:20][C:21](=[O:23])[CH3:22].[B]=O.[NH:27]1[C:35]2[C:30](=[CH:31][CH:32]=[CH:33][C:34]=2[CH:36]=O)[CH:29]=[CH:28]1.B(OC(C)C)(OC(C)C)OC(C)C.N1CCCCC1.Cl.C(=O)(O)[O-].[Na+]. (8) Given the product [O:11]1[C:4]2[C:5](=[N:6][CH:7]=[C:2]([B:17]([OH:22])[OH:18])[CH:3]=2)[CH:8]=[CH:9][CH2:10]1, predict the reactants needed to synthesize it. The reactants are: Br[C:2]1[CH:3]=[C:4]2[O:11][CH2:10][CH:9]=[CH:8][C:5]2=[N:6][CH:7]=1.C([Li])CCC.[B:17](OC(C)C)([O:22]C(C)C)[O:18]C(C)C.